This data is from Full USPTO retrosynthesis dataset with 1.9M reactions from patents (1976-2016). The task is: Predict the reactants needed to synthesize the given product. (1) Given the product [OH:1][N:2]1[NH:6][N:5]=[CH:4][N:3]1[C:7]1[CH:8]=[CH:9][C:10]([OH:13])=[CH:11][CH:12]=1, predict the reactants needed to synthesize it. The reactants are: [OH:1][N:2]1[NH:6][N:5]=[CH:4][N:3]1[C:7]1[CH:12]=[CH:11][C:10]([O:13]CC2C=CC=CC=2)=[CH:9][CH:8]=1. (2) Given the product [CH3:1][C:2]1[C:3]([CH2:13][OH:14])=[N:4][N:5]([C:7]2[CH:12]=[CH:11][CH:10]=[CH:9][CH:8]=2)[CH:6]=1, predict the reactants needed to synthesize it. The reactants are: [CH3:1][C:2]1[C:3]([C:13](OCC)=[O:14])=[N:4][N:5]([C:7]2[CH:12]=[CH:11][CH:10]=[CH:9][CH:8]=2)[CH:6]=1.CC(C[AlH]CC(C)C)C.OS([O-])(=O)=O.[K+]. (3) Given the product [Cl:21][C:22]1[CH:23]=[CH:24][C:25](/[CH:26]=[CH:27]/[C:28]([N:10]2[CH2:9][C@@H:8]([CH3:14])[N:7]([CH2:6][C:5]3[CH:15]=[CH:16][C:2]([F:1])=[CH:3][CH:4]=3)[CH2:12][C@@H:11]2[CH3:13])=[O:29])=[CH:31][CH:32]=1, predict the reactants needed to synthesize it. The reactants are: [F:1][C:2]1[CH:16]=[CH:15][C:5]([CH2:6][N:7]2[CH2:12][C@@H:11]([CH3:13])[NH:10][CH2:9][C@@H:8]2[CH3:14])=[CH:4][CH:3]=1.CN(C)C.[Cl:21][C:22]1[CH:32]=[CH:31][C:25](/[CH:26]=[CH:27]/[C:28](Cl)=[O:29])=[CH:24][CH:23]=1. (4) Given the product [C:1]([O:5][C:6]([N:8]1[CH2:13][C@@H:12]([C:14](=[O:37])[NH:15][CH2:16][C:17]2([CH2:31][CH2:32][CH2:33][CH2:34][O:35][CH3:36])[C:18]3[CH:19]=[CH:20][CH:21]=[CH:22][C:23]=3[O:24][C:25]3[C:30]2=[CH:29][CH:28]=[CH:27][CH:26]=3)[CH2:11][C@H:10]([C:38](=[O:40])[NH:41][CH2:42][CH2:43][CH2:44][OH:45])[CH2:9]1)=[O:7])([CH3:2])([CH3:3])[CH3:4], predict the reactants needed to synthesize it. The reactants are: [C:1]([O:5][C:6]([N:8]1[CH2:13][C@@H:12]([C:14](=[O:37])[NH:15][CH2:16][C:17]2([CH2:31][CH2:32][CH2:33][CH2:34][O:35][CH3:36])[C:30]3[CH:29]=[CH:28][CH:27]=[CH:26][C:25]=3[O:24][C:23]3[C:18]2=[CH:19][CH:20]=[CH:21][CH:22]=3)[CH2:11][C@H:10]([C:38]([OH:40])=O)[CH2:9]1)=[O:7])([CH3:4])([CH3:3])[CH3:2].[NH2:41][CH2:42][CH2:43][CH2:44][OH:45]. (5) Given the product [CH2:23]([C:20]1[CH:21]=[CH:22][C:17]([N:14]2[CH2:15][CH2:16][N:11]([C:9]([C:8]3[CH:27]=[C:28]([S:31]([CH3:34])(=[O:33])=[O:32])[CH:29]=[CH:30][C:7]=3[CH:4]3[CH2:5][CH2:6][O:1][CH2:2][CH2:3]3)=[O:10])[CH2:12][CH2:13]2)=[C:18]([F:26])[CH:19]=1)[CH3:24], predict the reactants needed to synthesize it. The reactants are: [O:1]1[CH2:6][CH:5]=[C:4]([C:7]2[CH:30]=[CH:29][C:28]([S:31]([CH3:34])(=[O:33])=[O:32])=[CH:27][C:8]=2[C:9]([N:11]2[CH2:16][CH2:15][N:14]([C:17]3[CH:22]=[CH:21][C:20]([C:23](=O)[CH3:24])=[CH:19][C:18]=3[F:26])[CH2:13][CH2:12]2)=[O:10])[CH2:3][CH2:2]1.